From a dataset of Reaction yield outcomes from USPTO patents with 853,638 reactions. Predict the reaction yield, written as a fraction of the theoretical maximum amount of product (1.0 means a 100% yield; for example, 0.34 means a 34% yield). (1) The reactants are [N:1]1[CH:6]=C[CH:4]=[C:3]([C:7]2[CH:8]=[CH:9][C:10]3[N:11]([C:13]([CH:16]=[O:17])=[CH:14][N:15]=3)[CH:12]=2)[CH:2]=1.BrC1C=CC2[N:23](C(C=O)=CN=2)C=1.N1C=C(B(O)O)C=NC=1. No catalyst specified. The product is [N:1]1[CH:2]=[C:3]([C:7]2[CH:8]=[CH:9][C:10]3[N:11]([C:13]([CH:16]=[O:17])=[CH:14][N:15]=3)[CH:12]=2)[CH:4]=[N:23][CH:6]=1. The yield is 0.500. (2) The reactants are [C:1](Cl)(=[O:14])[C:2]1[C:3](=[CH:7][C:8](=[CH:12][CH:13]=1)[C:9](Cl)=[O:10])[C:4](Cl)=[O:5].[O:16]1CCOCC1.[CH2:22]([OH:34])[CH2:23][CH2:24][CH2:25][CH2:26][CH2:27][CH2:28][CH2:29][CH2:30][CH2:31][CH2:32][CH3:33].N1C=CC=CC=1. The catalyst is O. The product is [CH2:22]([O:34][C:9]([C:8]1[CH:7]=[C:3]2[C:4](=[O:16])[O:5][C:1](=[O:14])[C:2]2=[CH:13][CH:12]=1)=[O:10])[CH2:23][CH2:24][CH2:25][CH2:26][CH2:27][CH2:28][CH2:29][CH2:30][CH2:31][CH2:32][CH3:33]. The yield is 0.801. (3) The reactants are [F:1][C:2]1[CH:21]=[CH:20][C:5]([CH2:6][C:7]2[N:12]=[C:11]([O:13]C)[C:10]([N+:15]([O-:17])=[O:16])=[C:9]([O:18]C)[N:8]=2)=[CH:4][CH:3]=1.Cl.N1C=CC=CC=1. The catalyst is O. The product is [F:1][C:2]1[CH:21]=[CH:20][C:5]([CH2:6][C:7]2[N:8]=[C:9]([OH:18])[C:10]([N+:15]([O-:17])=[O:16])=[C:11]([OH:13])[N:12]=2)=[CH:4][CH:3]=1. The yield is 0.620. (4) The reactants are [F:1][C:2]1[CH:10]=[CH:9][CH:8]=[C:7]([F:11])[C:3]=1[C:4](Cl)=[O:5].[F:12][C:13]1([F:30])[O:17][C:16]2[CH:18]=[C:19]([CH3:29])[C:20]([C:22]3[CH:23]=[CH:24][C:25]([NH2:28])=[N:26][CH:27]=3)=[CH:21][C:15]=2[O:14]1.CCN(C(C)C)C(C)C. The catalyst is ClCCl.O1CCCC1.CO.[OH-].[Na+]. The product is [F:30][C:13]1([F:12])[O:17][C:16]2[CH:18]=[C:19]([CH3:29])[C:20]([C:22]3[CH:23]=[CH:24][C:25]([NH:28][C:4](=[O:5])[C:3]4[C:2]([F:1])=[CH:10][CH:9]=[CH:8][C:7]=4[F:11])=[N:26][CH:27]=3)=[CH:21][C:15]=2[O:14]1. The yield is 0.760. (5) The yield is 0.300. The catalyst is CS(C)=O. The reactants are [Cl:1][C:2]1[CH:3]=[C:4]([CH:27]=[CH:28][C:29]=1[F:30])[CH2:5][N:6]1[CH2:15][C:14]2[C:9](=[CH:10][C:11]3[NH:18][N:17]=[C:16]([C:19]4[CH:24]=[CH:23][N:22]=[C:21]([CH3:25])[CH:20]=4)[C:12]=3[CH:13]=2)[NH:8][C:7]1=[O:26].[O-:31][Mn](=O)(=O)=O.[K+]. The product is [Cl:1][C:2]1[CH:3]=[C:4]([CH:27]=[CH:28][C:29]=1[F:30])[CH2:5][N:6]1[C:15](=[O:31])[C:14]2[C:9](=[CH:10][C:11]3[NH:18][N:17]=[C:16]([C:19]4[CH:24]=[CH:23][N:22]=[C:21]([CH3:25])[CH:20]=4)[C:12]=3[CH:13]=2)[NH:8][C:7]1=[O:26].